Binary Classification. Given a miRNA mature sequence and a target amino acid sequence, predict their likelihood of interaction. From a dataset of Experimentally validated miRNA-target interactions with 360,000+ pairs, plus equal number of negative samples. (1) The miRNA is hsa-miR-6075 with sequence ACGGCCCAGGCGGCAUUGGUG. The protein sequence of the target gene is MPAFPTLDLDGKLGKMDRVVLGWTAVFWLTAMVEGLQVTVPDKKKVAMLFQPTVLRCHFSTSSHQPAVVQWKFKSYCQDRMGESLGMSSPRAQALSKRNLEWDPYLDCLDSRRTVRVVASKQGSTVTLGDFYRGREITIVHDADLQIGKLMWGDSGLYYCIITTPDDLEGKNEDSVELLVLGRTGLLADLLPSFAVEIMPEWVFVGLVILGIFLFFVLVGICWCQCCPHSCCCYVRCPCCPDSCCCPQALYEAGKAAKAGYPPSVSGVPGPYSIPSVPLGGAPSSGMLMDKPHPPPLAPS.... Result: 0 (no interaction). (2) The miRNA is hsa-miR-494-3p with sequence UGAAACAUACACGGGAAACCUC. The protein sequence of the target gene is MAPPPPPVLPVLLLLAAAAALPAMGLRAAAWEPRVPGGTRAFALRPGCTYAVGAACTPRAPRELLDVGRDGRLAGRRRVSGAGRPLPLQVRLVARSAPTALSRRLRARTHLPGCGARARLCGTGARLCGALCFPVPGGCAAAQHSALAAPTTLPACRCPPRPRPRCPGRPICLPPGGSVRLRLLCALRRAAGAVRVGLALEAATAGTPSASPSPSPPLPPNLPEARAGPARRARRGTSGRGSLKFPMPNYQVALFENEPAGTLILQLHAHYTIEGEEERVSYYMEGLFDERSRGYFRIDS.... Result: 0 (no interaction). (3) The miRNA is hsa-miR-4726-3p with sequence ACCCAGGUUCCCUCUGGCCGCA. The protein sequence of the target gene is MQPGSAPPPGRMDPSAPQPRAETSGKDIWHPGERCLAPSPDNGKLCEASIKSITVDENGKSFAVVLYADFQERKIPLKQLQEVKFVKDCPRNLIFDDEDLEKPYFPNRKFPSSSVAFKLSDNGDSIPYTINRYLRDYQREGTRFLYGHYIHGGGCILGDDMGLGKTVQVISFLAAVLHKKGTREDIENNMPEFLLRSMKKEPLSSTAKKMFLIVAPLSVLYNWKDELDTWGYFRVTVLHGNRKDNELIRVKQRKCEIALTTYETLRLCLDELNSLEWSAVIVDEAHRIKNPKARVTEVMK.... Result: 1 (interaction). (4) The miRNA is mmu-miR-3967 with sequence AGCUUGUCUGACUGAUGUUG. The protein sequence of the target gene is MNPGFDLSRRNPQEDFELIQRIGSGTYGDVYKARNVNTGELAAIKVIKLEPGEDFAVVQQEIIMMKDCKHPNIVAYFGSYLRRDKLWICMEFCGGGSLQDIYHVTGPLSELQIAYVSRETLQGLYYLHSKGKMHRDIKGANILLTDNGHVKLADFGVSAQITATIAKRKSFIGTPYWMAPEVAAVERKGGYNQLCDLWAVGITAIELAELQPPMFDLHPMRALFLMTKSNFQPPKLKDKLKWSNSFHHFVKMALTKNPKKRPNAEKLLQHPFVTQPLTRSLAIELLDKVNNPDHSTYHDF.... Result: 0 (no interaction). (5) The miRNA is hsa-miR-3116 with sequence UGCCUGGAACAUAGUAGGGACU. The protein sequence of the target gene is MPHSVTLRGPSPWGFRLVGGRDFSAPLTISRVHAGSKAALAALCPGDLIQAINGESTELMTHLEAQNRIKGCHDHLTLSVSRPEGRSWPSAPDDSKAQAHRIHIDPEIQDGSPTTSRRPSGTGTGPEDGRPSLGSPYGQPPRFPVPHNGSSEATLPAQMSTLHVSPPPSADPARGLPRSRDCRVDLGSEVYRMLREPAEPVAAEPKQSGSFRYLQGMLEAGEGGDWPGPGGPRNLKPTASKLGAPLSGLQGLPECTRCGHGIVGTIVKARDKLYHPECFMCSDCGLNLKQRGYFFLDERL.... Result: 0 (no interaction).